This data is from Peptide-MHC class I binding affinity with 185,985 pairs from IEDB/IMGT. The task is: Regression. Given a peptide amino acid sequence and an MHC pseudo amino acid sequence, predict their binding affinity value. This is MHC class I binding data. (1) The peptide sequence is TEDDWITYI. The MHC is HLA-A03:01 with pseudo-sequence HLA-A03:01. The binding affinity (normalized) is 0.0847. (2) The peptide sequence is AEGVVAFLI. The MHC is HLA-B18:01 with pseudo-sequence HLA-B18:01. The binding affinity (normalized) is 0.0847. (3) The peptide sequence is INYMTPPE. The MHC is H-2-Kb with pseudo-sequence H-2-Kb. The binding affinity (normalized) is 0.482. (4) The peptide sequence is EIKDRILSY. The MHC is HLA-B07:02 with pseudo-sequence HLA-B07:02. The binding affinity (normalized) is 0.0847. (5) The peptide sequence is NEPEDIDCW. The MHC is HLA-B44:03 with pseudo-sequence HLA-B44:03. The binding affinity (normalized) is 0.374.